The task is: Predict the reaction yield, written as a fraction of the theoretical maximum amount of product (1.0 means a 100% yield; for example, 0.34 means a 34% yield).. This data is from Reaction yield outcomes from USPTO patents with 853,638 reactions. (1) The reactants are [C:1]([C@@:3]1([OH:19])[C@H:7]([OH:8])[C@@H:6]([CH2:9][OH:10])[O:5][C@H:4]1[N:11]1[CH:16]=[CH:15][C:14](=[O:17])[NH:13][C:12]1=[O:18])#[CH:2].C([Mg]Cl)(C)(C)C.[Cl:26][C:27]1[CH:62]=[CH:61][C:30]([O:31][P:32]([NH:46][C@@H:47]([CH2:54][C:55]2[CH:60]=[CH:59][CH:58]=[CH:57][CH:56]=2)[C:48]([O:50][CH:51]([CH3:53])[CH3:52])=[O:49])(OC2C(F)=C(F)C(F)=C(F)C=2F)=[O:33])=[CH:29][CH:28]=1. The catalyst is C1COCC1. The product is [Cl:26][C:27]1[CH:28]=[CH:29][C:30]([O:31][P:32]([NH:46][C@@H:47]([CH2:54][C:55]2[CH:56]=[CH:57][CH:58]=[CH:59][CH:60]=2)[C:48]([O:50][CH:51]([CH3:52])[CH3:53])=[O:49])([O:10][CH2:9][C@@H:6]2[C@@H:7]([OH:8])[C@@:3]([C:1]#[CH:2])([OH:19])[C@H:4]([N:11]3[CH:16]=[CH:15][C:14](=[O:17])[NH:13][C:12]3=[O:18])[O:5]2)=[O:33])=[CH:61][CH:62]=1. The yield is 0.660. (2) The reactants are [Br:1][C:2]1[CH:19]=[C:18]2[C:5]([CH2:6][C:7]3([C:11]42[NH:15][C:14](=S)[C:13]([CH3:17])=[N:12]4)[CH2:10][CH2:9][CH2:8]3)=[CH:4][CH:3]=1.[NH3:20]. No catalyst specified. The product is [Br:1][C:2]1[CH:19]=[C:18]2[C:5]([CH2:6][C:7]3([C:11]42[N:15]=[C:14]([NH2:20])[C:13]([CH3:17])=[N:12]4)[CH2:10][CH2:9][CH2:8]3)=[CH:4][CH:3]=1. The yield is 0.650. (3) The reactants are [F:1][C:2]1[CH:7]=[CH:6][N:5]=[C:4]([NH2:8])[CH:3]=1.Cl[CH2:10][C:11](=O)[CH2:12][C:13]([O:15][CH2:16][CH3:17])=[O:14]. The catalyst is C1COCC1. The product is [F:1][C:2]1[CH:7]=[CH:6][N:5]2[CH:10]=[C:11]([CH2:12][C:13]([O:15][CH2:16][CH3:17])=[O:14])[N:8]=[C:4]2[CH:3]=1. The yield is 0.176. (4) The reactants are [N:1]1[C:8]([Cl:9])=[N:7][C:5]([Cl:6])=[N:4][C:2]=1Cl.[NH2:10][C:11]1[CH:16]=[CH:15][C:14]([OH:17])=[C:13]([Cl:18])[CH:12]=1. The catalyst is CC(C)=O. The product is [Cl:18][C:13]1[CH:12]=[C:11]([NH:10][C:2]2[N:1]=[C:8]([Cl:9])[N:7]=[C:5]([Cl:6])[N:4]=2)[CH:16]=[CH:15][C:14]=1[OH:17]. The yield is 0.990.